Dataset: Catalyst prediction with 721,799 reactions and 888 catalyst types from USPTO. Task: Predict which catalyst facilitates the given reaction. (1) Reactant: C([O:8][CH2:9][CH2:10][CH2:11][N:12]1[C:16](=[O:17])[C:15]2([CH2:22][CH2:21][N:20]([C@H:23]3[CH2:28][CH2:27][C@H:26]([CH:29]([CH3:31])[CH3:30])[CH2:25][CH2:24]3)[CH2:19][CH2:18]2)[N:14]([C:32]2[CH:37]=[CH:36][CH:35]=[CH:34][CH:33]=2)[CH2:13]1)C1C=CC=CC=1.Br.[Br-].[OH-].[Na+].[C:42]([OH:48])([C:44]([F:47])([F:46])[F:45])=[O:43]. Product: [OH:48][C:42]([C:44]([F:47])([F:46])[F:45])=[O:43].[OH:8][CH2:9][CH2:10][CH2:11][N:12]1[C:16](=[O:17])[C:15]2([CH2:22][CH2:21][N:20]([C@H:23]3[CH2:24][CH2:25][C@H:26]([CH:29]([CH3:31])[CH3:30])[CH2:27][CH2:28]3)[CH2:19][CH2:18]2)[N:14]([C:32]2[CH:33]=[CH:34][CH:35]=[CH:36][CH:37]=2)[CH2:13]1. The catalyst class is: 5. (2) Reactant: [NH2:1][C:2]1[CH:3]=[C:4]([C:8]2[CH:17]=[C:16]3[C:11]([CH2:12][CH2:13][CH:14]([C:18]([O:20][CH3:21])=[O:19])[CH2:15]3)=[CH:10][CH:9]=2)[CH:5]=[CH:6][CH:7]=1.Cl.C(N(CC)CC)C.[C:30](Cl)(=[O:35])[C:31]([CH3:34])([CH3:33])[CH3:32]. Product: [C:30]([NH:1][C:2]1[CH:3]=[C:4]([C:8]2[CH:17]=[C:16]3[C:11]([CH2:12][CH2:13][CH:14]([C:18]([O:20][CH3:21])=[O:19])[CH2:15]3)=[CH:10][CH:9]=2)[CH:5]=[CH:6][CH:7]=1)(=[O:35])[C:31]([CH3:34])([CH3:33])[CH3:32]. The catalyst class is: 2. (3) Reactant: [N:1]1[CH:6]=[CH:5][CH:4]=[C:3]([S:7]([N:10]2[C:14]([C:15]3[CH:20]=[CH:19][CH:18]=[CH:17][C:16]=3[C:21]([F:24])([F:23])[F:22])=[CH:13][C:12]([CH:25]=O)=[CH:11]2)(=[O:9])=[O:8])[CH:2]=1.CO.[CH3:29][NH2:30].[BH4-].[Na+].[ClH:33].C(=O)([O-])O.[Na+]. Product: [ClH:33].[ClH:33].[CH3:29][NH:30][CH2:25][C:12]1[CH:13]=[C:14]([C:15]2[CH:20]=[CH:19][CH:18]=[CH:17][C:16]=2[C:21]([F:24])([F:23])[F:22])[N:10]([S:7]([C:3]2[CH:2]=[N:1][CH:6]=[CH:5][CH:4]=2)(=[O:9])=[O:8])[CH:11]=1. The catalyst class is: 5. (4) Reactant: [CH2:1]([S:5]([O:8][CH2:9][CH2:10][N:11]([CH2:36][CH2:37][Br:38])[C:12]1[C:17]([C:18]([NH:20][CH2:21][CH2:22][O:23]C2CCCCO2)=[O:19])=[CH:16][C:15]([N+:30]([O-:32])=[O:31])=[CH:14][C:13]=1[N+:33]([O-:35])=[O:34])(=[O:7])=[O:6])[CH2:2][CH2:3][CH3:4].CS(O)(=O)=O. Product: [CH2:1]([S:5]([O:8][CH2:9][CH2:10][N:11]([CH2:36][CH2:37][Br:38])[C:12]1[C:13]([N+:33]([O-:35])=[O:34])=[CH:14][C:15]([N+:30]([O-:32])=[O:31])=[CH:16][C:17]=1[C:18]([NH:20][CH2:21][CH2:22][OH:23])=[O:19])(=[O:7])=[O:6])[CH2:2][CH2:3][CH3:4]. The catalyst class is: 5. (5) Reactant: FC1C=CC(CC(N)=O)=CC=1.C(Cl)(=O)C(Cl)=O.[F:18][C:19]1[CH:24]=[CH:23][C:22]([CH2:25][C:26]([NH:28][C:29](=O)[O:30]C)=[O:27])=[CH:21][CH:20]=1. Product: [F:18][C:19]1[CH:20]=[CH:21][C:22]([CH2:25][C:26]([N:28]=[C:29]=[O:30])=[O:27])=[CH:23][CH:24]=1. The catalyst class is: 68. (6) Reactant: [CH3:1][CH:2]1[C:11]2[C:6](=[CH:7][CH:8]=[CH:9][C:10]=2[O:12][C:13]2[CH:18]=[CH:17][C:16]([N+:19]([O-])=O)=[CH:15][N:14]=2)[O:5][CH2:4][CH2:3]1.O.NN. Product: [CH3:1][CH:2]1[C:11]2[C:6](=[CH:7][CH:8]=[CH:9][C:10]=2[O:12][C:13]2[N:14]=[CH:15][C:16]([NH2:19])=[CH:17][CH:18]=2)[O:5][CH2:4][CH2:3]1. The catalyst class is: 29. (7) Reactant: C[O:2][C:3]1[CH:4]=[C:5]2[C:10](=[CH:11][CH:12]=1)[CH2:9][N:8]([C:13]1[CH:14]=[C:15]([CH:20]=[CH:21][CH:22]=1)[C:16]([O:18][CH3:19])=[O:17])[C:7](=[O:23])[CH2:6]2.B(Br)(Br)Br. Product: [OH:2][C:3]1[CH:4]=[C:5]2[C:10](=[CH:11][CH:12]=1)[CH2:9][N:8]([C:13]1[CH:14]=[C:15]([CH:20]=[CH:21][CH:22]=1)[C:16]([O:18][CH3:19])=[O:17])[C:7](=[O:23])[CH2:6]2. The catalyst class is: 4. (8) Reactant: [NH2:1][C:2]1[CH:3]=[CH:4][C:5]([CH3:21])=[C:6]([C:8]2[CH:13]=[CH:12][C:11]([C:14]([NH:16][CH2:17][CH:18]3[CH2:20][CH2:19]3)=[O:15])=[CH:10][CH:9]=2)[CH:7]=1.[CH3:22][C:23]1[O:24][C:25]([C:31]2[CH:36]=[CH:35][CH:34]=[CH:33][CH:32]=2)=[CH:26][C:27]=1[C:28](O)=[O:29]. Product: [CH:18]1([CH2:17][NH:16][C:14]([C:11]2[CH:12]=[CH:13][C:8]([C:6]3[C:5]([CH3:21])=[CH:4][CH:3]=[C:2]([NH:1][C:28]([C:27]4[CH:26]=[C:25]([C:31]5[CH:32]=[CH:33][CH:34]=[CH:35][CH:36]=5)[O:24][C:23]=4[CH3:22])=[O:29])[CH:7]=3)=[CH:9][CH:10]=2)=[O:15])[CH2:20][CH2:19]1. The catalyst class is: 1. (9) Reactant: Cl[C:2]1[C:7]([C:8]([C:10]2[CH:15]=[CH:14][C:13]([F:16])=[CH:12][CH:11]=2)=O)=[CH:6][N:5]=[C:4]([C:17]2[CH:18]=[C:19]([CH:29]=[C:30]([F:33])[C:31]=2[CH3:32])[C:20]([NH:22][C:23]2[N:27]([CH3:28])[N:26]=[CH:25][CH:24]=2)=[O:21])[CH:3]=1.[CH3:34][NH:35][NH2:36]. Product: [F:33][C:30]1[CH:29]=[C:19]([CH:18]=[C:17]([C:4]2[N:5]=[CH:6][C:7]3[C:8]([C:10]4[CH:15]=[CH:14][C:13]([F:16])=[CH:12][CH:11]=4)=[N:36][N:35]([CH3:34])[C:2]=3[CH:3]=2)[C:31]=1[CH3:32])[C:20]([NH:22][C:23]1[N:27]([CH3:28])[N:26]=[CH:25][CH:24]=1)=[O:21]. The catalyst class is: 20. (10) Reactant: [Cl:1][C:2]1[CH:3]=[C:4]([C:10]2[C:11]([CH3:26])=[N:12][N:13]([CH2:16][C:17]3[CH:25]=[CH:24][C:20]([C:21]([OH:23])=O)=[CH:19][CH:18]=3)[C:14]=2[CH3:15])[CH:5]=[CH:6][C:7]=1[C:8]#[N:9].[NH2:27][CH2:28][C:29]1([OH:32])[CH2:31][CH2:30]1.CCN=C=NCCCN(C)C.C1C=CC2N(O)N=NC=2C=1.Cl. Product: [Cl:1][C:2]1[CH:3]=[C:4]([C:10]2[C:11]([CH3:26])=[N:12][N:13]([CH2:16][C:17]3[CH:25]=[CH:24][C:20]([C:21]([NH:27][CH2:28][C:29]4([OH:32])[CH2:31][CH2:30]4)=[O:23])=[CH:19][CH:18]=3)[C:14]=2[CH3:15])[CH:5]=[CH:6][C:7]=1[C:8]#[N:9]. The catalyst class is: 3.